This data is from Catalyst prediction with 721,799 reactions and 888 catalyst types from USPTO. The task is: Predict which catalyst facilitates the given reaction. (1) Reactant: [CH2:1]([O:3][C:4]1[C:5]([F:25])=[C:6]([CH:22]=[CH:23][CH:24]=1)[O:7][C:8]1[CH2:12][N:11]([C@@H:13]([CH2:17][CH:18]([CH3:20])[CH3:19])[C:14]([OH:16])=O)[C:10](=[O:21])[CH:9]=1)[CH3:2].[CH3:26][C:27]1([CH3:39])[O:31][C@H:30]([CH2:32][N:33]2[CH:37]=[CH:36][C:35]([NH2:38])=[N:34]2)[CH2:29][O:28]1.F[P-](F)(F)(F)(F)F.N1(O[P+](N(C)C)(N(C)C)N(C)C)C2C=CC=CC=2N=N1.C(N(CC)C(C)C)(C)C. Product: [CH3:26][C:27]1([CH3:39])[O:31][C@H:30]([CH2:32][N:33]2[CH:37]=[CH:36][C:35]([NH:38][C:14](=[O:16])[C@@H:13]([N:11]3[CH2:12][C:8]([O:7][C:6]4[CH:22]=[CH:23][CH:24]=[C:4]([O:3][CH2:1][CH3:2])[C:5]=4[F:25])=[CH:9][C:10]3=[O:21])[CH2:17][CH:18]([CH3:20])[CH3:19])=[N:34]2)[CH2:29][O:28]1. The catalyst class is: 9. (2) The catalyst class is: 1. Product: [C:4]([O:3][C:1]([N:8]1[CH2:13][CH2:12][CH:11]([CH2:14][O:15][C:35]2[CH:36]=[CH:37][C:32]([C:31]([O:30][CH3:29])=[O:39])=[CH:33][CH:34]=2)[CH2:10][CH2:9]1)=[O:2])([CH3:7])([CH3:6])[CH3:5]. Reactant: [C:1]([N:8]1[CH2:13][CH2:12][CH:11]([CH2:14][OH:15])[CH2:10][CH2:9]1)([O:3][C:4]([CH3:7])([CH3:6])[CH3:5])=[O:2].C(P(CCCC)CCCC)CCC.[CH3:29][O:30][C:31](=[O:39])[C:32]1[CH:37]=[CH:36][C:35](O)=[CH:34][CH:33]=1.C1CCN(C(N=NC(N2CCCCC2)=O)=O)CC1. (3) Reactant: N#N.Cl[CH2:4][C:5]1[N:6]=[C:7]([C:10](=[O:12])[CH3:11])[S:8][CH:9]=1.[N-:13]=[N+:14]=[N-:15].[Na+]. Product: [N:13]([CH2:4][C:5]1[N:6]=[C:7]([C:10](=[O:12])[CH3:11])[S:8][CH:9]=1)=[N+:14]=[N-:15]. The catalyst class is: 3. (4) Reactant: [F:1][C:2]1([F:11])[CH2:7][CH2:6][CH:5]([C:8](=O)[CH3:9])[CH2:4][CH2:3]1.C([O-])(=O)C.[NH4+].[BH3-]C#[N:19].[Na+]. Product: [F:1][C:2]1([F:11])[CH2:7][CH2:6][CH:5]([CH:8]([NH2:19])[CH3:9])[CH2:4][CH2:3]1. The catalyst class is: 36. (5) Reactant: [CH2:1]1[C@H:5]([N:6]2[C:11](=[O:12])[N:10]=[C:9]([NH2:13])[CH:8]=[CH:7]2)[O:4][C@H:3]([CH2:14][O:15][P:16]([OH:19])([OH:18])=[O:17])[C@H:2]1[O:20][P:21]([O:24][CH2:25][C@H:26]1[O:30][C@@H:29]([N:31]2[C:35]3[N:36]=[CH:37][N:38]=[C:39]([NH2:40])[C:34]=3[N:33]=[CH:32]2)[C@H:28]([OH:41])[C@@H:27]1[OH:42])([OH:23])=[O:22].[CH2:43]([S:50][C:51](=[O:67])[CH2:52][C@H:53]([NH:60][C:61](=[O:66])[CH2:62][CH2:63][CH:64]=[CH2:65])[C:54](OCC#N)=[O:55])[C:44]1[CH:49]=[CH:48][CH:47]=[CH:46][CH:45]=1.FC(F)(F)C(O)=O. Product: [CH2:43]([S:50][C:51](=[O:67])[CH2:52][C@@H:53]([NH:60][C:61](=[O:66])[CH2:62][CH2:63][CH:64]=[CH2:65])[C:54]([O:42][C@H:27]1[C@@H:28]([OH:41])[C@H:29]([N:31]2[CH:32]=[N:33][C:34]3[C:35]2=[N:36][CH:37]=[N:38][C:39]=3[NH2:40])[O:30][C@H:26]1[CH2:25][O:24][P:21]([O:20][C@H:2]1[CH2:1][C@H:5]([N:6]2[CH:7]=[CH:8][C:9]([NH2:13])=[N:10][C:11]2=[O:12])[O:4][C@@H:3]1[CH2:14][O:15][P:16]([OH:18])([OH:19])=[O:17])([OH:23])=[O:22])=[O:55])[C:44]1[CH:45]=[CH:46][CH:47]=[CH:48][CH:49]=1. The catalyst class is: 132. (6) Reactant: [NH2:1][C:2]1[N:7]=[CH:6][C:5]([C:8]2[CH:20]=[CH:19][C:11]([O:12][CH2:13][C:14]([O:16]CC)=[O:15])=[CH:10][CH:9]=2)=[CH:4][C:3]=1[C:21]1[S:22][C:23]2[CH:29]=[CH:28][CH:27]=[CH:26][C:24]=2[N:25]=1.[OH-].[Na+].Cl. Product: [NH2:1][C:2]1[N:7]=[CH:6][C:5]([C:8]2[CH:20]=[CH:19][C:11]([O:12][CH2:13][C:14]([OH:16])=[O:15])=[CH:10][CH:9]=2)=[CH:4][C:3]=1[C:21]1[S:22][C:23]2[CH:29]=[CH:28][CH:27]=[CH:26][C:24]=2[N:25]=1. The catalyst class is: 14. (7) Reactant: C[O:2][C:3]1[CH:4]=[C:5]2[C:28](=[CH:29][C:30]=1[CH3:31])[C:9]1=[N:10][O:11][C:12]([C:13]3[C:17]([C:18]([F:21])([F:20])[F:19])=[C:16]([C:22]4[CH:27]=[CH:26][CH:25]=[CH:24][CH:23]=4)[O:15][N:14]=3)=[C:8]1[CH2:7][CH2:6]2.B(Br)(Br)Br. The catalyst class is: 4. Product: [CH3:31][C:30]1[CH:29]=[C:28]2[C:5]([CH2:6][CH2:7][C:8]3[C:9]2=[N:10][O:11][C:12]=3[C:13]2[C:17]([C:18]([F:21])([F:20])[F:19])=[C:16]([C:22]3[CH:23]=[CH:24][CH:25]=[CH:26][CH:27]=3)[O:15][N:14]=2)=[CH:4][C:3]=1[OH:2].